This data is from Forward reaction prediction with 1.9M reactions from USPTO patents (1976-2016). The task is: Predict the product of the given reaction. (1) Given the reactants [Cl:1][C:2]1[C:3]([F:31])=[C:4]([CH:8]2[C:12]([C:15]3[CH:20]=[CH:19][C:18]([Cl:21])=[CH:17][C:16]=3[F:22])([C:13]#[N:14])[CH:11]([CH2:23][C:24]([CH3:27])([CH3:26])[CH3:25])[NH:10][CH:9]2[C:28]([OH:30])=O)[CH:5]=[CH:6][CH:7]=1.CN(C(ON1N=NC2C=CC=NC1=2)=[N+](C)C)C.F[P-](F)(F)(F)(F)F.CCN(C(C)C)C(C)C.Cl.[CH3:66][O:67][C:68](=[O:77])[C:69]1[CH:74]=[CH:73][CH:72]=[C:71]([CH2:75][NH2:76])[CH:70]=1, predict the reaction product. The product is: [CH3:66][O:67][C:68](=[O:77])[C:69]1[CH:74]=[CH:73][CH:72]=[C:71]([CH2:75][NH:76][C:28]([C@H:9]2[C@H:8]([C:4]3[CH:5]=[CH:6][CH:7]=[C:2]([Cl:1])[C:3]=3[F:31])[C@:12]([C:15]3[CH:20]=[CH:19][C:18]([Cl:21])=[CH:17][C:16]=3[F:22])([C:13]#[N:14])[C@H:11]([CH2:23][C:24]([CH3:25])([CH3:27])[CH3:26])[NH:10]2)=[O:30])[CH:70]=1. (2) Given the reactants C1(C[O:8][C:9]2[CH:10]=[C:11]3[C:15](=[CH:16][CH:17]=2)[N:14]([C:18]([O:20][C:21]([CH3:24])([CH3:23])[CH3:22])=[O:19])[C:13]([C:25]([O:27][CH2:28][CH3:29])=[O:26])=[CH:12]3)C=CC=CC=1.C([O-])=O.[NH4+], predict the reaction product. The product is: [OH:8][C:9]1[CH:10]=[C:11]2[C:15](=[CH:16][CH:17]=1)[N:14]([C:18]([O:20][C:21]([CH3:22])([CH3:23])[CH3:24])=[O:19])[C:13]([C:25]([O:27][CH2:28][CH3:29])=[O:26])=[CH:12]2. (3) Given the reactants I[C:2]1[CH:7]=[CH:6][C:5]([O:8][CH3:9])=[CH:4][C:3]=1[N+:10]([O-:12])=[O:11].C1([Mg]Br)C=CC=CC=1.C[O:22][B:23](OC)[O:24]C.C(Cl)Cl, predict the reaction product. The product is: [CH3:9][O:8][C:5]1[CH:6]=[CH:7][C:2]([B:23]([OH:24])[OH:22])=[C:3]([N+:10]([O-:12])=[O:11])[CH:4]=1. (4) Given the reactants [ClH:1].[C:2](=[NH:7])(OCC)[CH3:3].C(N(CC)CC)C.[Cl:15][C:16]1[CH:21]=[C:20]([Cl:22])[CH:19]=[CH:18][C:17]=1[NH:23]N, predict the reaction product. The product is: [Cl:15][C:16]1[CH:21]=[C:20]([Cl:22])[CH:19]=[CH:18][C:17]=1[NH:23][N:7]=[C:2]([Cl:1])[CH3:3]. (5) The product is: [Cl:58][C:45]1[CH:44]=[C:43]2[O:42][CH:41]([CH2:59][OH:60])[CH2:40][C@@:10]3([C@H:9]([OH:8])[C@@H:14]([OH:15])[C@H:13]([OH:23])[C@@H:12]([CH2:31][OH:32])[O:11]3)[C:48]2=[CH:47][C:46]=1[CH2:49][C:50]1[CH:51]=[CH:52][C:53]([CH2:56][CH3:57])=[CH:54][CH:55]=1. Given the reactants C([O:8][C@@H:9]1[C@@H:14]([O:15]CC2C=CC=CC=2)[C@H:13]([O:23]CC2C=CC=CC=2)[C@@H:12]([CH2:31][O:32]CC2C=CC=CC=2)[O:11][C@:10]21[C:48]1[C:43](=[CH:44][C:45]([Cl:58])=[C:46]([CH2:49][C:50]3[CH:55]=[CH:54][C:53]([CH2:56][CH3:57])=[CH:52][CH:51]=3)[CH:47]=1)[O:42][CH:41]([CH2:59][OH:60])[CH2:40]2)C1C=CC=CC=1.ClC1C=CC=CC=1Cl.[H][H], predict the reaction product. (6) Given the reactants S(Cl)([Cl:3])=O.[CH3:5][C:6]1[C:10]([CH2:11][N:12]2[CH2:17][CH2:16][N:15]([C:18]3[C:23]([C:24]4[CH:29]=[CH:28][C:27]([CH2:30]O)=[CH:26][CH:25]=4)=[N:22][CH:21]=[CH:20][N:19]=3)[CH2:14][CH2:13]2)=[CH:9][N:8]([C:32]2[CH:37]=[CH:36][CH:35]=[CH:34][CH:33]=2)[N:7]=1, predict the reaction product. The product is: [Cl:3][CH2:30][C:27]1[CH:28]=[CH:29][C:24]([C:23]2[C:18]([N:15]3[CH2:16][CH2:17][N:12]([CH2:11][C:10]4[C:6]([CH3:5])=[N:7][N:8]([C:32]5[CH:37]=[CH:36][CH:35]=[CH:34][CH:33]=5)[CH:9]=4)[CH2:13][CH2:14]3)=[N:19][CH:20]=[CH:21][N:22]=2)=[CH:25][CH:26]=1.